From a dataset of Forward reaction prediction with 1.9M reactions from USPTO patents (1976-2016). Predict the product of the given reaction. (1) The product is: [CH3:20][C:18]1[C:15]([CH3:17])([CH3:16])[C:4]2[C:3](=[CH:8][C:7]([C:9]([OH:11])=[O:10])=[CH:6][C:5]=2[C:12]([OH:14])=[O:13])[N:1]=1. Given the reactants [NH:1]([C:3]1[CH:4]=[C:5]([C:12]([OH:14])=[O:13])[CH:6]=[C:7]([C:9]([OH:11])=[O:10])[CH:8]=1)N.[CH:15]([C:18]([CH3:20])=O)([CH3:17])[CH3:16], predict the reaction product. (2) Given the reactants N[C:2]1[NH:7][C:6](=[O:8])[C:5]2=[C:9]([I:22])[N:10]=[C:11]([C@H:12]3[CH2:17][CH2:16][C@H:15]([C:18]([O:20][CH3:21])=[O:19])[CH2:14][CH2:13]3)[N:4]2[N:3]=1.N(OC(C)(C)C)=O, predict the reaction product. The product is: [I:22][C:9]1[N:10]=[C:11]([C@H:12]2[CH2:13][CH2:14][C@H:15]([C:18]([O:20][CH3:21])=[O:19])[CH2:16][CH2:17]2)[N:4]2[C:5]=1[C:6](=[O:8])[NH:7][CH:2]=[N:3]2. (3) Given the reactants Cl[C:2]1[C:11]2[C:6](=[CH:7][C:8]([O:14][CH3:15])=[C:9]([O:12][CH3:13])[CH:10]=2)[N:5]=[CH:4][CH:3]=1.[CH3:16][C:17]1[CH:22]=[CH:21][C:20]([C:23]([CH2:25]O)=[O:24])=[CH:19][C:18]=1[CH3:27].[OH2:28], predict the reaction product. The product is: [CH3:13][O:12][C:9]1[CH:10]=[C:11]2[C:6](=[CH:7][C:8]=1[O:14][CH3:15])[N:5]=[CH:4][CH:3]=[C:2]2[O:28][C:21]1[CH:22]=[C:17]([CH3:16])[C:18]([CH3:27])=[CH:19][C:20]=1[C:23](=[O:24])[CH3:25]. (4) Given the reactants [I:1][C:2]1[CH:3]=[C:4]([C:10]2[CH:14]=[CH:13][S:12][CH:11]=2)[CH:5]=[C:6]([O:8]C)[CH:7]=1.[I-].[Na+].C[Si](Cl)(C)C, predict the reaction product. The product is: [I:1][C:2]1[CH:7]=[C:6]([OH:8])[CH:5]=[C:4]([C:10]2[CH:14]=[CH:13][S:12][CH:11]=2)[CH:3]=1. (5) Given the reactants O=[C:2]1[CH2:7][CH2:6][CH:5]([NH:8][C:9]([CH:11]2[CH2:13][CH2:12]2)=[O:10])[CH2:4][CH2:3]1.Cl.[C:15]([C:17]1[CH:22]=[CH:21][C:20]([NH:23]N)=[CH:19][CH:18]=1)#[N:16], predict the reaction product. The product is: [C:15]([C:17]1[CH:18]=[C:19]2[C:20](=[CH:21][CH:22]=1)[NH:23][C:2]1[CH2:7][CH2:6][CH:5]([NH:8][C:9]([CH:11]3[CH2:13][CH2:12]3)=[O:10])[CH2:4][C:3]2=1)#[N:16]. (6) Given the reactants [CH3:1][O:2][C:3]([C:5]1[CH:13]=[CH:12][C:8]([C:9]([OH:11])=O)=[CH:7][CH:6]=1)=[O:4].C(Cl)(=O)C(Cl)=O.[CH3:20][C:21]([CH3:60])([CH3:59])[C@H:22]([NH:45][C:46](=[O:58])[C@@H:47]([N:49]([CH3:57])[C:50](=[O:56])[O:51][C:52]([CH3:55])([CH3:54])[CH3:53])[CH3:48])[C:23](=[O:44])[N:24]1[C@H:33]([CH2:34][NH:35][CH2:36][CH2:37][C:38]2[CH:43]=[CH:42][CH:41]=[CH:40][CH:39]=2)[CH2:32][C:31]2[C:26](=[CH:27][CH:28]=[CH:29][CH:30]=2)[CH2:25]1.C(O)(C(F)(F)F)=O.CN1CCOCC1, predict the reaction product. The product is: [C:52]([O:51][C:50]([N:49]([CH3:57])[C@@H:47]([CH3:48])[C:46]([NH:45][C@@H:22]([C:21]([CH3:60])([CH3:59])[CH3:20])[C:23]([N:24]1[C@H:33]([CH2:34][N:35]([CH2:36][CH2:37][C:38]2[CH:39]=[CH:40][CH:41]=[CH:42][CH:43]=2)[C:9]([C:8]2[CH:7]=[CH:6][C:5]([C:3]([O:2][CH3:1])=[O:4])=[CH:13][CH:12]=2)=[O:11])[CH2:32][C:31]2[C:26](=[CH:27][CH:28]=[CH:29][CH:30]=2)[CH2:25]1)=[O:44])=[O:58])=[O:56])([CH3:53])([CH3:55])[CH3:54].